This data is from Forward reaction prediction with 1.9M reactions from USPTO patents (1976-2016). The task is: Predict the product of the given reaction. Given the reactants [Br:1][C:2]1[C:3]([CH3:9])=[N:4][C:5]([OH:8])=[CH:6][CH:7]=1.O[CH:11]1[CH2:15][CH2:14][O:13][CH2:12]1, predict the reaction product. The product is: [Br:1][C:2]1[C:3]([CH3:9])=[N:4][C:5]([O:8][CH:11]2[CH2:15][CH2:14][O:13][CH2:12]2)=[CH:6][CH:7]=1.